From a dataset of Reaction yield outcomes from USPTO patents with 853,638 reactions. Predict the reaction yield, written as a fraction of the theoretical maximum amount of product (1.0 means a 100% yield; for example, 0.34 means a 34% yield). (1) The reactants are Cl[C:2]1[N:7]=[C:6]([N:8]2[CH2:13][CH2:12][N:11]([C:14]([O:16][C:17]([CH3:20])([CH3:19])[CH3:18])=[O:15])[CH2:10][CH2:9]2)[CH:5]=[N:4][CH:3]=1.[C:21]1(B(O)O)[CH:26]=[CH:25][CH:24]=[CH:23][CH:22]=1.P([O-])([O-])([O-])=O.[K+].[K+].[K+]. The catalyst is C1(C)C=CC=CC=1.C1(P(C2C=CC=CC=2)C2C3OC4C(=CC=CC=4P(C4C=CC=CC=4)C4C=CC=CC=4)C(C)(C)C=3C=CC=2)C=CC=CC=1. The product is [C:21]1([C:2]2[N:7]=[C:6]([N:8]3[CH2:13][CH2:12][N:11]([C:14]([O:16][C:17]([CH3:20])([CH3:19])[CH3:18])=[O:15])[CH2:10][CH2:9]3)[CH:5]=[N:4][CH:3]=2)[CH:26]=[CH:25][CH:24]=[CH:23][CH:22]=1. The yield is 0.420. (2) The reactants are [NH2:1][C:2]1[N:6]([CH3:7])[C:5](=[O:8])[C:4]([C:19]2[CH:24]=[CH:23][CH:22]=[C:21]([NH2:25])[CH:20]=2)([C:9]2[CH:14]=[CH:13][C:12]([O:15][CH:16]([F:18])[F:17])=[CH:11][CH:10]=2)[N:3]=1.[C:26]([Cl:29])(=[O:28])[CH3:27].CCN(CC)CC. The catalyst is C1COCC1. The product is [ClH:29].[NH2:1][C:2]1[N:6]([CH3:7])[C:5](=[O:8])[C:4]([C:19]2[CH:20]=[C:21]([NH:25][C:26](=[O:28])[CH3:27])[CH:22]=[CH:23][CH:24]=2)([C:9]2[CH:14]=[CH:13][C:12]([O:15][CH:16]([F:17])[F:18])=[CH:11][CH:10]=2)[N:3]=1. The yield is 0.430. (3) The reactants are [Cl:1][C:2]1[CH:10]=[C:9]2[C:5]([C:6]([C:11]([O:13][CH3:14])=[O:12])=[CH:7][NH:8]2)=[CH:4][C:3]=1B1OCC(C)(C)CO1.Br[C:24]1[CH:29]=[CH:28][C:27]([C:30]2([OH:34])[CH2:33][CH2:32][CH2:31]2)=[CH:26][C:25]=1OC.[C:37](=O)([O-])[O-:38].[K+].[K+].C1(C)C=CC=CC=1. The catalyst is C(OCC)(=O)C.C1C=CC(P(C2C=CC=CC=2)[C-]2C=CC=C2)=CC=1.C1C=CC(P(C2C=CC=CC=2)[C-]2C=CC=C2)=CC=1.Cl[Pd]Cl.[Fe+2].ClCCl.C(O)C. The product is [Cl:1][C:2]1[CH:10]=[C:9]2[C:5]([C:6]([C:11]([O:13][CH3:14])=[O:12])=[CH:7][NH:8]2)=[CH:4][C:3]=1[C:24]1[CH:25]=[CH:26][C:27]([C:30]2([OH:34])[CH2:31][CH2:32][CH2:33]2)=[C:28]([O:38][CH3:37])[CH:29]=1. The yield is 0.320. (4) The reactants are [Br:1]N1C(=O)CCC1=O.[Cl:9][C:10]1[C:11]2[N:12]([C:16]([C@@H:19]3[CH2:24][CH2:23][CH2:22][N:21]([C:25]([O:27][CH2:28][C:29]4[CH:34]=[CH:33][CH:32]=[CH:31][CH:30]=4)=[O:26])[CH2:20]3)=[N:17][CH:18]=2)[CH:13]=[CH:14][N:15]=1. The catalyst is CN(C=O)C. The product is [Br:1][C:18]1[N:17]=[C:16]([C@@H:19]2[CH2:24][CH2:23][CH2:22][N:21]([C:25]([O:27][CH2:28][C:29]3[CH:30]=[CH:31][CH:32]=[CH:33][CH:34]=3)=[O:26])[CH2:20]2)[N:12]2[CH:13]=[CH:14][N:15]=[C:10]([Cl:9])[C:11]=12. The yield is 0.950. (5) The reactants are [CH3:1][C:2]1([CH3:12])[O:6][C@H:5]2[CH2:7][S:8][C@H:9]([CH:10]=[O:11])[C@H]2O1.[Cr](O[Cr]([O-])(=O)=O)([O-])(=O)=O.[NH+]1C=CC=CC=1.[NH+]1C=CC=CC=1.S([O:39][CH3:40])(OC)(=O)=O.[C:41](=O)([O-])[O-:42].[K+].[K+]. The catalyst is CN(C)C=O.CC(C)=O.O. The yield is 0.780. The product is [CH3:41][O:42][C:10]([C@@H:9]1[C@@H:40]2[C@@H:5]([O:6][C:2]([CH3:1])([CH3:12])[O:39]2)[CH2:7][S:8]1)=[O:11]. (6) The reactants are Br[C:2]1[CH:3]=[C:4]([C:8]2[C:22]([C:23]3[CH:28]=[CH:27][N:26]=[C:25]([NH:29][CH:30]4[CH2:34][CH2:33][CH2:32][CH2:31]4)[N:24]=3)=[C:11]3[CH:12]=[CH:13][CH:14]=[C:15]([NH:16][CH:17]4[CH2:21][CH2:20][CH2:19][CH2:18]4)[N:10]3[N:9]=2)[CH:5]=[CH:6][CH:7]=1.[S:35]1[CH:39]=[CH:38][C:37](B(O)O)=[CH:36]1. No catalyst specified. The product is [CH:17]1([NH:16][C:15]2[N:10]3[N:9]=[C:8]([C:4]4[CH:5]=[CH:6][CH:7]=[C:2]([C:37]5[CH:38]=[CH:39][S:35][CH:36]=5)[CH:3]=4)[C:22]([C:23]4[CH:28]=[CH:27][N:26]=[C:25]([NH:29][CH:30]5[CH2:31][CH2:32][CH2:33][CH2:34]5)[N:24]=4)=[C:11]3[CH:12]=[CH:13][CH:14]=2)[CH2:18][CH2:19][CH2:20][CH2:21]1. The yield is 0.470. (7) The reactants are Cl[C:2]1[C:11]2[C:6](=[CH:7][C:8]([F:12])=[CH:9][CH:10]=2)[C:5]([O:13][CH3:14])=[CH:4][N:3]=1.[F-:15].[Cs+]. The catalyst is CS(C)=O.CCOC(C)=O. The product is [F:15][C:2]1[C:11]2[C:6](=[CH:7][C:8]([F:12])=[CH:9][CH:10]=2)[C:5]([O:13][CH3:14])=[CH:4][N:3]=1. The yield is 0.670.